Predict the reactants needed to synthesize the given product. From a dataset of Full USPTO retrosynthesis dataset with 1.9M reactions from patents (1976-2016). (1) Given the product [Cl:1][C:2]1[CH:16]=[CH:15][C:5]([O:6][C:7]2[CH:12]=[CH:11][C:10]([CH2:13][O:14][C:36]3[CH:37]=[C:38]4[N:30]([C:28]([O:27][C:23]([CH3:26])([CH3:25])[CH3:24])=[O:29])[CH2:31][CH2:32][N:33]4[C:34](=[O:40])[N:35]=3)=[CH:9][CH:8]=2)=[CH:4][C:3]=1[C:17]([F:18])([F:19])[F:20], predict the reactants needed to synthesize it. The reactants are: [Cl:1][C:2]1[CH:16]=[CH:15][C:5]([O:6][C:7]2[CH:12]=[CH:11][C:10]([CH2:13][OH:14])=[CH:9][CH:8]=2)=[CH:4][C:3]=1[C:17]([F:20])([F:19])[F:18].[H-].[Na+].[C:23]([O:27][C:28]([N:30]1[C:38]2[N:33]([C:34](=[O:40])[N:35]=[C:36](Cl)[CH:37]=2)[CH2:32][CH2:31]1)=[O:29])([CH3:26])([CH3:25])[CH3:24]. (2) Given the product [CH3:20][C:14]1([CH3:21])[CH2:13][C:12]2[CH:11]=[C:10]3[N:17]([CH2:18][CH2:19][N:8]([C:4]4[C:3]([CH:23]=[O:24])=[C:2]([C:28]5[CH:29]=[C:30]([NH:33][C:34]6[CH:39]=[CH:38][C:37]([N:40]7[CH2:45][CH2:44][N:43]([CH:46]8[CH2:47][O:48][CH2:49]8)[CH2:42][C@H:41]7[CH3:50])=[CH:36][N:35]=6)[C:31](=[O:32])[N:26]([CH3:25])[CH:27]=5)[CH:7]=[CH:6][N:5]=4)[C:9]3=[O:22])[C:16]=2[CH2:15]1, predict the reactants needed to synthesize it. The reactants are: Cl[C:2]1[CH:7]=[CH:6][N:5]=[C:4]([N:8]2[CH2:19][CH2:18][N:17]3[C:10](=[CH:11][C:12]4[CH2:13][C:14]([CH3:21])([CH3:20])[CH2:15][C:16]=43)[C:9]2=[O:22])[C:3]=1[CH:23]=[O:24].[CH3:25][N:26]1[C:31](=[O:32])[C:30]([NH:33][C:34]2[CH:39]=[CH:38][C:37]([N:40]3[CH2:45][CH2:44][N:43]([CH:46]4[CH2:49][O:48][CH2:47]4)[CH2:42][C@H:41]3[CH3:50])=[CH:36][N:35]=2)=[CH:29][C:28](C2C(C=O)=C(N3C=CN4C5CCCCC=5C=C4C3=O)N=CC=2)=[CH:27]1.[O-]P([O-])([O-])=O.[K+].[K+].[K+].C([O-])(=O)C.[Na+]. (3) Given the product [CH2:8]([N:15]1[CH2:22][C:19]2([CH2:21][CH2:20]2)[N:18]([C:3](=[O:4])[C:2]([F:7])([F:6])[F:1])[CH2:17][CH2:16]1)[C:9]1[CH:14]=[CH:13][CH:12]=[CH:11][CH:10]=1, predict the reactants needed to synthesize it. The reactants are: [F:1][C:2]([F:7])([F:6])[C:3](O)=[O:4].[CH2:8]([N:15]1[CH2:22][C:19]2([CH2:21][CH2:20]2)[NH:18][CH2:17][CH2:16]1)[C:9]1[CH:14]=[CH:13][CH:12]=[CH:11][CH:10]=1.C(N(CC)CC)C.C(=O)(O)[O-].[Na+].